This data is from Full USPTO retrosynthesis dataset with 1.9M reactions from patents (1976-2016). The task is: Predict the reactants needed to synthesize the given product. (1) Given the product [CH3:1][N:2]([CH3:3])[C:5]1[N:14]=[C:13]([NH:15][CH2:16][C:17]2[CH:22]=[CH:21][C:20]([NH:23][C:24]([CH:26]3[CH2:27][CH2:28][N:29]([CH2:32][C:33]4[CH:34]=[CH:35][C:36]([F:39])=[CH:37][CH:38]=4)[CH2:30][CH2:31]3)=[O:25])=[CH:19][CH:18]=2)[C:12]2[C:7](=[CH:8][CH:9]=[C:10]([C:40]([F:41])([F:42])[F:43])[CH:11]=2)[N:6]=1, predict the reactants needed to synthesize it. The reactants are: [CH3:1][NH:2][CH3:3].Cl[C:5]1[N:14]=[C:13]([NH:15][CH2:16][C:17]2[CH:22]=[CH:21][C:20]([NH:23][C:24]([CH:26]3[CH2:31][CH2:30][N:29]([CH2:32][C:33]4[CH:38]=[CH:37][C:36]([F:39])=[CH:35][CH:34]=4)[CH2:28][CH2:27]3)=[O:25])=[CH:19][CH:18]=2)[C:12]2[C:7](=[CH:8][CH:9]=[C:10]([C:40]([F:43])([F:42])[F:41])[CH:11]=2)[N:6]=1. (2) Given the product [OH:23][CH:21]([CH:1]([OH:10])[CH2:2][CH2:3][CH2:4][CH2:5][CH2:6][CH2:7][CH2:8][CH3:9])[CH2:20][CH2:19][CH2:18][CH2:17][CH2:16][CH2:15][CH2:14][C:13]([OH:26])=[O:25], predict the reactants needed to synthesize it. The reactants are: [C:1](OC)(=[O:10])[CH2:2][CH2:3][CH2:4][CH2:5][CH2:6][CH2:7][CH2:8][CH3:9].[C:13]([O:26]C)(=[O:25])[CH2:14][CH2:15][CH2:16][CH2:17][CH2:18][CH2:19][CH2:20][C:21]([O:23]C)=O.